From a dataset of Serine/threonine kinase 33 screen with 319,792 compounds. Binary Classification. Given a drug SMILES string, predict its activity (active/inactive) in a high-throughput screening assay against a specified biological target. (1) The compound is S(=O)(=O)(NCc1ccc(C(=O)N2CCN(CC2)Cc2ccccc2)cc1)c1ccc(OC)cc1. The result is 0 (inactive). (2) The drug is s1c(SCC#N)c(c(NC(=O)Cc2ccccc2)c1C#N)c1ccccc1. The result is 0 (inactive). (3) The molecule is Clc1ccc(Cc2scc(n2)C(=O)N2CCCCC2)cc1. The result is 0 (inactive). (4) The molecule is ONC(=O)C. The result is 0 (inactive). (5) The compound is S(=O)(=O)(n1c2c(nc1)cccc2)c1ccc(F)cc1. The result is 0 (inactive). (6) The molecule is S(=O)(=O)(N)c1cc(NC(=O)COC(=O)CC2C3CC(C2)CC3)ccc1. The result is 0 (inactive).